Dataset: Forward reaction prediction with 1.9M reactions from USPTO patents (1976-2016). Task: Predict the product of the given reaction. The product is: [F:14][C:15]1[CH:20]=[CH:19][C:18]([C:2]2[C:3]3[N:10]=[CH:9][N:8]([CH:11]([CH3:13])[CH3:12])[C:4]=3[N:5]=[N:6][CH:7]=2)=[CH:17][C:16]=1[C:30]1[CH:35]=[CH:34][C:33]([S:36]([NH2:39])(=[O:37])=[O:38])=[CH:32][CH:31]=1. Given the reactants Cl[C:2]1[C:3]2[N:10]=[CH:9][N:8]([CH:11]([CH3:13])[CH3:12])[C:4]=2[N:5]=[N:6][CH:7]=1.[F:14][C:15]1[CH:20]=[CH:19][C:18](B2OC(C)(C)C(C)(C)O2)=[CH:17][C:16]=1[C:30]1[CH:35]=[CH:34][C:33]([S:36]([NH2:39])(=[O:38])=[O:37])=[CH:32][CH:31]=1.C([O-])([O-])=O.[Na+].[Na+], predict the reaction product.